The task is: Predict the reactants needed to synthesize the given product.. This data is from Full USPTO retrosynthesis dataset with 1.9M reactions from patents (1976-2016). (1) Given the product [CH:20]([N:18]1[C:17](=[O:23])[CH:16]=[CH:15][C:14]([C:5]2[CH:4]=[CH:3][C:2]([NH:1][C:25](=[O:32])[C:26]3[CH:31]=[CH:30][CH:29]=[N:28][CH:27]=3)=[N:7][C:6]=2[C:8]2[CH:9]=[CH:10][CH:11]=[CH:12][CH:13]=2)=[N:19]1)([CH3:21])[CH3:22], predict the reactants needed to synthesize it. The reactants are: [NH2:1][C:2]1[N:7]=[C:6]([C:8]2[CH:13]=[CH:12][CH:11]=[CH:10][CH:9]=2)[C:5]([C:14]2[CH:15]=[CH:16][C:17](=[O:23])[N:18]([CH:20]([CH3:22])[CH3:21])[N:19]=2)=[CH:4][CH:3]=1.Cl.[C:25](Cl)(=[O:32])[C:26]1[CH:31]=[CH:30][CH:29]=[N:28][CH:27]=1.O. (2) Given the product [Cl:14][C:11]1[CH:12]=[CH:13][C:4]([CH2:3][O:22][C:17]2[CH:18]=[CH:19][CH:20]=[CH:21][C:16]=2[F:15])=[C:5]([CH:10]=1)[C:6]([O:8][CH3:9])=[O:7], predict the reactants needed to synthesize it. The reactants are: BrC[CH2:3][C:4]1[CH:13]=[CH:12][C:11]([Cl:14])=[CH:10][C:5]=1[C:6]([O:8][CH3:9])=[O:7].[F:15][C:16]1[CH:21]=[CH:20][CH:19]=[CH:18][C:17]=1[OH:22]. (3) Given the product [CH3:29][O:30][C:31]1[N:36]=[C:35]([O:37][CH3:38])[C:34]([C:16]2[N:17]=[C:18]([N:21]3[CH2:26][CH2:25][O:24][CH2:23][CH2:22]3)[C:19]3[S:20][C:12]([CH2:11][N:8]4[CH2:9][CH2:10][N:5]([C:3]([N:2]([CH3:28])[CH3:1])=[O:4])[CH2:6][CH2:7]4)=[CH:13][C:14]=3[N:15]=2)=[CH:33][N:32]=1, predict the reactants needed to synthesize it. The reactants are: [CH3:1][N:2]([CH3:28])[C:3]([N:5]1[CH2:10][CH2:9][N:8]([CH2:11][C:12]2[S:20][C:19]3[C:18]([N:21]4[CH2:26][CH2:25][O:24][CH2:23][CH2:22]4)=[N:17][C:16](Cl)=[N:15][C:14]=3[CH:13]=2)[CH2:7][CH2:6]1)=[O:4].[CH3:29][O:30][C:31]1[N:36]=[C:35]([O:37][CH3:38])[C:34](B2OC(C)(C)C(C)(C)O2)=[CH:33][N:32]=1. (4) Given the product [CH2:62]([O:69][C:70](=[O:78])[CH2:71][C@@H:72]([NH:77][CH:18]([CH2:17][CH2:16][CH2:15][CH2:14][CH2:13][CH2:12][CH2:11][CH2:10][CH3:9])[C:19]([O:7][C:1]1[CH:6]=[CH:5][CH:4]=[CH:3][CH:2]=1)=[O:20])[CH2:73][N:74]([CH3:75])[CH3:76])[C:63]1[CH:68]=[CH:67][CH:66]=[CH:65][CH:64]=1, predict the reactants needed to synthesize it. The reactants are: [C:1]1([OH:7])[CH:6]=[CH:5][CH:4]=[CH:3][CH:2]=1.Br[CH2:9][CH2:10][CH2:11][CH2:12][CH2:13][CH2:14][CH2:15][CH2:16][CH2:17][CH2:18][CH2:19][OH:20].O(CCCCCCCCCCCO)C1C=CC=CC=1.O(CCCCCCCCCCC(O)=O)C1C=CC=CC=1.Cl.Cl.[CH2:62]([O:69][C:70](=[O:78])[CH2:71][C@@H:72]([NH2:77])[CH2:73][N:74]([CH3:76])[CH3:75])[C:63]1[CH:68]=[CH:67][CH:66]=[CH:65][CH:64]=1. (5) Given the product [CH3:1][N:2]([CH3:27])[CH2:3][CH2:4][NH:5][C:6]([C:8]1[C:21]2[C:12](=[N:13][C:14]3[C:19]([N:20]=2)=[C:18]2[CH:22]=[CH:23][CH:24]=[C:25]([O:26][C:38](=[O:39])[NH:37][CH2:35][CH3:36])[C:17]2=[CH:16][CH:15]=3)[CH:11]=[CH:10][CH:9]=1)=[O:7], predict the reactants needed to synthesize it. The reactants are: [CH3:1][N:2]([CH3:27])[CH2:3][CH2:4][NH:5][C:6]([C:8]1[C:21]2[C:12](=[N:13][C:14]3[C:19]([N:20]=2)=[C:18]2[CH:22]=[CH:23][CH:24]=[C:25]([OH:26])[C:17]2=[CH:16][CH:15]=3)[CH:11]=[CH:10][CH:9]=1)=[O:7].C(N(CC)CC)C.[CH2:35]([N:37]=[C:38]=[O:39])[CH3:36]. (6) Given the product [N:37]1([C:21](=[O:22])[CH2:20][CH2:19][CH2:18][C:15]2[CH:16]=[C:17]3[C:7]4([CH2:8][CH2:9][N:5]([C:3]([NH:2][CH3:1])=[O:4])[CH2:6]4)[CH2:10][N:11]([C:26]([NH:27][C:28]4[CH:33]=[N:32][C:31]([CH3:34])=[CH:30][N:29]=4)=[O:35])[C:12]3=[CH:13][CH:14]=2)[CH2:40][CH2:39][CH2:38]1, predict the reactants needed to synthesize it. The reactants are: [CH3:1][NH:2][C:3]([N:5]1[CH2:9][CH2:8][C:7]2([C:17]3[C:12](=[CH:13][CH:14]=[C:15]([CH2:18][CH2:19][CH2:20][C:21](OCC)=[O:22])[CH:16]=3)[N:11]([C:26](=[O:35])[NH:27][C:28]3[CH:33]=[N:32][C:31]([CH3:34])=[CH:30][N:29]=3)[CH2:10]2)[CH2:6]1)=[O:4].Cl.[NH:37]1[CH2:40][CH2:39][CH2:38]1.